Dataset: Forward reaction prediction with 1.9M reactions from USPTO patents (1976-2016). Task: Predict the product of the given reaction. (1) The product is: [C:1]1([SiH:11]([Cl:13])[Cl:12])[C:10]2[C:5](=[CH:6][CH:7]=[CH:8][CH:9]=2)[CH:4]=[CH:3][CH:2]=1. Given the reactants [C:1]1([Si:11](Cl)([Cl:13])[Cl:12])[C:10]2[C:5](=[CH:6][CH:7]=[CH:8][CH:9]=2)[CH:4]=[CH:3][CH:2]=1.C[SiH](Cl)Cl, predict the reaction product. (2) Given the reactants [NH2:1][C@H:2]1[CH2:6][CH2:5][N:4]([C:7]2[CH:16]=[CH:15][C:14]3[C:13]([C:17]([NH:19][CH2:20][CH:21]4[CH2:26][CH2:25][CH2:24][CH2:23][CH2:22]4)=[O:18])=[C:12]([Cl:27])[CH:11]=[CH:10][C:9]=3[N:8]=2)[CH2:3]1.Cl[CH2:29][C:30]([O:32][CH2:33][CH3:34])=[O:31].C(N(CC)CC)C, predict the reaction product. The product is: [Cl:27][C:12]1[C:13]([C:17]([NH:19][CH2:20][CH:21]2[CH2:22][CH2:23][CH2:24][CH2:25][CH2:26]2)=[O:18])=[C:14]2[C:9](=[CH:10][CH:11]=1)[N:8]=[C:7]([N:4]1[CH2:5][CH2:6][C@H:2]([NH:1][CH2:29][C:30]([O:32][CH2:33][CH3:34])=[O:31])[CH2:3]1)[CH:16]=[CH:15]2. (3) Given the reactants [CH3:1][N:2]([CH3:6])[C:3](Cl)=[O:4].[OH:7][C:8]([C:10]([F:13])([F:12])[F:11])=[O:9].[F:14][C:15]1[CH:41]=[C:40]([O:42][CH3:43])[CH:39]=[CH:38][C:16]=1[O:17][CH:18]1[CH2:23][CH2:22][N:21]([C:24]2[N:29]=[C:28]3[CH2:30][NH:31][CH2:32][CH2:33][C:27]3=[N:26][C:25]=2[NH:34][CH:35]([CH3:37])[CH3:36])[CH2:20][CH2:19]1.C(N(CC)CC)C, predict the reaction product. The product is: [F:14][C:15]1[CH:41]=[C:40]([O:42][CH3:43])[CH:39]=[CH:38][C:16]=1[O:17][CH:18]1[CH2:19][CH2:20][N:21]([C:24]2[N:29]=[C:28]3[CH2:30][N:31]([C:3]([N:2]([CH3:6])[CH3:1])=[O:4])[CH2:32][CH2:33][C:27]3=[N:26][C:25]=2[NH:34][CH:35]([CH3:37])[CH3:36])[CH2:22][CH2:23]1.[C:8]([OH:9])([C:10]([F:13])([F:12])[F:11])=[O:7]. (4) Given the reactants O[CH2:2][C@H:3]([NH:22][C:23](=[O:32])[O:24][CH2:25][C:26]1[CH:31]=[CH:30][CH:29]=[CH:28][CH:27]=1)[CH2:4][C:5](=[O:21])[NH:6][C:7]1[CH:12]=[CH:11][C:10]([N:13]2[CH2:18][CH2:17][O:16][CH2:15][C:14]2=[O:19])=[CH:9][C:8]=1[F:20].N(C(OC(C)(C)C)=O)=NC(OC(C)(C)C)=O.C(P(CCCC)CCCC)CCC, predict the reaction product. The product is: [F:20][C:8]1[CH:9]=[C:10]([N:13]2[CH2:18][CH2:17][O:16][CH2:15][C:14]2=[O:19])[CH:11]=[CH:12][C:7]=1[N:6]1[C:5](=[O:21])[CH2:4][C@@H:3]([NH:22][C:23](=[O:32])[O:24][CH2:25][C:26]2[CH:27]=[CH:28][CH:29]=[CH:30][CH:31]=2)[CH2:2]1. (5) Given the reactants [Cl:1][C:2]1[C:3](Cl)=[N:4][CH:5]=[C:6]([CH:32]=1)[C:7]([NH:9][C@H:10]([CH:29]([CH3:31])[CH3:30])[C:11]([N:13]1[CH2:18][CH2:17][C@@:16]([C:20]2[CH:25]=[CH:24][C:23]([Cl:26])=[CH:22][CH:21]=2)([OH:19])[C:15]([CH3:28])([CH3:27])[CH2:14]1)=[O:12])=[O:8].[C:34]1([O-:40])[CH:39]=[CH:38][CH:37]=[CH:36][CH:35]=1.[Na+], predict the reaction product. The product is: [Cl:1][C:2]1[C:3]([O:40][C:34]2[CH:39]=[CH:38][CH:37]=[CH:36][CH:35]=2)=[N:4][CH:5]=[C:6]([CH:32]=1)[C:7]([NH:9][C@H:10]([CH:29]([CH3:30])[CH3:31])[C:11]([N:13]1[CH2:18][CH2:17][C@@:16]([C:20]2[CH:25]=[CH:24][C:23]([Cl:26])=[CH:22][CH:21]=2)([OH:19])[C:15]([CH3:28])([CH3:27])[CH2:14]1)=[O:12])=[O:8]. (6) Given the reactants [N+:1]([C:4]1[CH:9]=[C:8]([N+:10]([O-:12])=[O:11])[CH:7]=[CH:6][C:5]=1[O:13]N)([O-:3])=[O:2].[NH2:15][C:16]1[N:26]=[CH:25][CH:24]=[CH:23][C:17]=1[C:18]([O:20][CH2:21][CH3:22])=[O:19], predict the reaction product. The product is: [N+:1]([C:4]1[CH:9]=[C:8]([N+:10]([O-:12])=[O:11])[CH:7]=[CH:6][C:5]=1[O-:13])([O-:3])=[O:2].[NH2:1][N+:26]1[CH:25]=[CH:24][CH:23]=[C:17]([C:18]([O:20][CH2:21][CH3:22])=[O:19])[C:16]=1[NH2:15]. (7) Given the reactants [Cl:1][C:2]1[CH:7]=[CH:6][C:5](B(O)O)=[CH:4][C:3]=1[F:11].Cl[C:13]1[C:14]([N:19]2[CH2:24][CH2:23][N:22]([CH2:25][C:26]3[C:27]([CH3:32])=[N:28][N:29]([CH3:31])[CH:30]=3)[CH2:21][CH2:20]2)=[N:15][CH:16]=[CH:17][N:18]=1.C(=O)([O-])[O-].[K+].[K+].O, predict the reaction product. The product is: [CH3:31][N:29]1[CH:30]=[C:26]([CH2:25][N:22]2[CH2:21][CH2:20][N:19]([C:14]3[C:13]([C:5]4[CH:6]=[CH:7][C:2]([Cl:1])=[C:3]([F:11])[CH:4]=4)=[N:18][CH:17]=[CH:16][N:15]=3)[CH2:24][CH2:23]2)[C:27]([CH3:32])=[N:28]1.